From a dataset of Reaction yield outcomes from USPTO patents with 853,638 reactions. Predict the reaction yield, written as a fraction of the theoretical maximum amount of product (1.0 means a 100% yield; for example, 0.34 means a 34% yield). (1) The reactants are C([O:3][C:4]([CH:6]1[CH2:11][CH2:10][N:9]([C:12]([O:14][CH2:15][C:16]2[CH:21]=[CH:20][CH:19]=[CH:18][CH:17]=2)=[O:13])[CH2:8][CH2:7]1)=O)C.[H-].[Al+3].[Li+].[H-].[H-].[H-].[OH-].[Na+]. The catalyst is O1CCCC1. The product is [CH2:15]([O:14][C:12]([N:9]1[CH2:10][CH2:11][CH:6]([CH2:4][OH:3])[CH2:7][CH2:8]1)=[O:13])[C:16]1[CH:21]=[CH:20][CH:19]=[CH:18][CH:17]=1. The yield is 0.850. (2) The reactants are OC(C(F)(F)F)=O.[NH:8]1[CH2:11][CH:10]([C:12]2[CH:33]=[CH:32][C:15]3[C:16]4[N:17]=[C:18]([C:24]5[N:25]([CH:29]([CH3:31])[CH3:30])[N:26]=[CH:27][N:28]=5)[S:19][C:20]=4[CH2:21][CH2:22][O:23][C:14]=3[CH:13]=2)[CH2:9]1.[O:34]1[CH:38]=[CH:37][N:36]=[C:35]1[CH:39]=O. No catalyst specified. The product is [CH:29]([N:25]1[C:24]([C:18]2[S:19][C:20]3[CH2:21][CH2:22][O:23][C:14]4[CH:13]=[C:12]([CH:10]5[CH2:11][N:8]([CH2:39][C:35]6[O:34][CH:38]=[CH:37][N:36]=6)[CH2:9]5)[CH:33]=[CH:32][C:15]=4[C:16]=3[N:17]=2)=[N:28][CH:27]=[N:26]1)([CH3:31])[CH3:30]. The yield is 0.440. (3) The reactants are [CH3:1][NH:2][C:3]1[S:4][CH:5]=[C:6]([C:8]2[CH:13]=[CH:12][CH:11]=[CH:10][CH:9]=2)[N:7]=1.[H-].[Na+].Br[CH2:17][CH2:18][CH2:19][O:20][C:21]1[CH:26]=[CH:25][C:24]([CH2:27][CH2:28][C:29]([O:31][CH2:32][CH3:33])=[O:30])=[CH:23][CH:22]=1.O. The catalyst is CN(C)C=O. The product is [CH3:1][N:2]([C:3]1[S:4][CH:5]=[C:6]([C:8]2[CH:9]=[CH:10][CH:11]=[CH:12][CH:13]=2)[N:7]=1)[CH2:17][CH2:18][CH2:19][O:20][C:21]1[CH:26]=[CH:25][C:24]([CH2:27][CH2:28][C:29]([O:31][CH2:32][CH3:33])=[O:30])=[CH:23][CH:22]=1. The yield is 0.800.